Regression. Given a peptide amino acid sequence and an MHC pseudo amino acid sequence, predict their binding affinity value. This is MHC class II binding data. From a dataset of Peptide-MHC class II binding affinity with 134,281 pairs from IEDB. (1) The peptide sequence is ALLPRAGAAAAAALP. The MHC is DRB1_1501 with pseudo-sequence DRB1_1501. The binding affinity (normalized) is 0.304. (2) The peptide sequence is RRMWASAQNISGAGW. The MHC is HLA-DQA10401-DQB10402 with pseudo-sequence HLA-DQA10401-DQB10402. The binding affinity (normalized) is 0.174. (3) The peptide sequence is VAANRIQLLALIATN. The MHC is HLA-DPA10201-DPB10501 with pseudo-sequence HLA-DPA10201-DPB10501. The binding affinity (normalized) is 0. (4) The peptide sequence is LIGFGLRTLWSPRER. The MHC is DRB4_0103 with pseudo-sequence DRB4_0103. The binding affinity (normalized) is 0.808.